Dataset: NCI-60 drug combinations with 297,098 pairs across 59 cell lines. Task: Regression. Given two drug SMILES strings and cell line genomic features, predict the synergy score measuring deviation from expected non-interaction effect. (1) Drug 1: C1=CC=C(C=C1)NC(=O)CCCCCCC(=O)NO. Drug 2: CCN(CC)CCCC(C)NC1=C2C=C(C=CC2=NC3=C1C=CC(=C3)Cl)OC. Cell line: MDA-MB-435. Synergy scores: CSS=15.1, Synergy_ZIP=-6.59, Synergy_Bliss=-3.44, Synergy_Loewe=-3.68, Synergy_HSA=-2.91. (2) Drug 1: C1CCN(CC1)CCOC2=CC=C(C=C2)C(=O)C3=C(SC4=C3C=CC(=C4)O)C5=CC=C(C=C5)O. Drug 2: CC1=C2C(C(=O)C3(C(CC4C(C3C(C(C2(C)C)(CC1OC(=O)C(C(C5=CC=CC=C5)NC(=O)C6=CC=CC=C6)O)O)OC(=O)C7=CC=CC=C7)(CO4)OC(=O)C)O)C)OC(=O)C. Cell line: PC-3. Synergy scores: CSS=54.2, Synergy_ZIP=-1.15, Synergy_Bliss=-2.79, Synergy_Loewe=-50.4, Synergy_HSA=-2.40.